The task is: Predict which catalyst facilitates the given reaction.. This data is from Catalyst prediction with 721,799 reactions and 888 catalyst types from USPTO. (1) Reactant: [N:1]([C:4]1[CH:9]=[CH:8][CH:7]=[CH:6][N:5]=1)=[C:2]=[O:3].[H-].[Na+].[C:12]1([CH2:18][NH:19][C:20]([CH:22]([C:28](OCC)=[O:29])[C:23]([O:25][CH2:26][CH3:27])=[O:24])=[O:21])[CH:17]=[CH:16][CH:15]=[CH:14][CH:13]=1. Product: [OH:29][C:28]1[N:1]([C:4]2[CH:9]=[CH:8][CH:7]=[CH:6][N:5]=2)[C:2](=[O:3])[N:19]([CH2:18][C:12]2[CH:13]=[CH:14][CH:15]=[CH:16][CH:17]=2)[C:20](=[O:21])[C:22]=1[C:23]([O:25][CH2:26][CH3:27])=[O:24]. The catalyst class is: 346. (2) Reactant: [NH2:1][C:2]1[C:10]2[C:5](=[N:6][C:7]([C:11]3[CH:12]=[C:13]([CH:20]=[CH:21][C:22]=3[CH3:23])[C:14]([NH:16][CH:17]3[CH2:19][CH2:18]3)=[O:15])=[CH:8][CH:9]=2)[NH:4][N:3]=1.[S:24]1[CH:28]=[CH:27][CH:26]=[C:25]1[C:29](Cl)=[O:30]. Product: [CH:17]1([NH:16][C:14]([C:13]2[CH:20]=[CH:21][C:22]([CH3:23])=[C:11]([C:7]3[N:6]=[C:5]4[NH:4][N:3]=[C:2]([NH:1][C:29]([C:25]5[S:24][CH:28]=[CH:27][CH:26]=5)=[O:30])[C:10]4=[CH:9][CH:8]=3)[CH:12]=2)=[O:15])[CH2:18][CH2:19]1. The catalyst class is: 17. (3) Reactant: [F:1][C:2]1[CH:21]=[C:20]([F:22])[CH:19]=[CH:18][C:3]=1[O:4][CH2:5][C:6]([C:8]1[CH:13]=[CH:12][C:11]([S:14]([CH3:17])(=[O:16])=[O:15])=[CH:10][CH:9]=1)=[O:7]. Product: [F:1][C:2]1[CH:21]=[C:20]([F:22])[CH:19]=[CH:18][C:3]=1[O:4][C:5]1[C:3](=[O:4])[CH:2]=[C:21]([CH3:20])[O:7][C:6]=1[C:8]1[CH:13]=[CH:12][C:11]([S:14]([CH3:17])(=[O:16])=[O:15])=[CH:10][CH:9]=1. The catalyst class is: 15. (4) Reactant: [NH4+:1].[Cl-].[Al](C)(C)C.[CH3:7][O:8][C:9]1[CH:16]=[CH:15][C:12]([C:13]#[N:14])=[CH:11][CH:10]=1. Product: [CH3:7][O:8][C:9]1[CH:16]=[CH:15][C:12]([C:13](=[NH:1])[NH2:14])=[CH:11][CH:10]=1. The catalyst class is: 648.